Dataset: NCI-60 drug combinations with 297,098 pairs across 59 cell lines. Task: Regression. Given two drug SMILES strings and cell line genomic features, predict the synergy score measuring deviation from expected non-interaction effect. Drug 1: CC1=CC=C(C=C1)C2=CC(=NN2C3=CC=C(C=C3)S(=O)(=O)N)C(F)(F)F. Drug 2: C(CCl)NC(=O)N(CCCl)N=O. Cell line: OVCAR-8. Synergy scores: CSS=0.222, Synergy_ZIP=-1.01, Synergy_Bliss=-1.32, Synergy_Loewe=-2.28, Synergy_HSA=-2.21.